From a dataset of Full USPTO retrosynthesis dataset with 1.9M reactions from patents (1976-2016). Predict the reactants needed to synthesize the given product. (1) Given the product [OH:38][C:25]1[C:24](=[O:23])[N:14]([C:15]2[S:16][C:17]([CH3:20])=[CH:18][N:19]=2)[CH:8]([C:7]2[CH:10]=[CH:11][C:4]([O:3][C:2]([F:13])([F:12])[F:1])=[CH:5][CH:6]=2)[C:26]=1[C:27](=[O:28])[C:29]1[CH:34]=[CH:33][C:32]([CH:35]([CH3:37])[CH3:36])=[CH:31][CH:30]=1, predict the reactants needed to synthesize it. The reactants are: [F:1][C:2]([F:13])([F:12])[O:3][C:4]1[CH:11]=[CH:10][C:7]([CH:8]=O)=[CH:6][CH:5]=1.[NH2:14][C:15]1[S:16][C:17]([CH3:20])=[CH:18][N:19]=1.C([O:23][C:24](=O)[C:25]([OH:38])=[CH:26][C:27]([C:29]1[CH:34]=[CH:33][C:32]([CH:35]([CH3:37])[CH3:36])=[CH:31][CH:30]=1)=[O:28])C. (2) Given the product [Li+:18].[CH3:1][C:2]1[N:7]=[C:6]([C:8]([O-:10])=[O:9])[C:5]([C:12]2[S:13][CH:14]=[C:15]([CH3:17])[N:16]=2)=[CH:4][CH:3]=1, predict the reactants needed to synthesize it. The reactants are: [CH3:1][C:2]1[N:7]=[C:6]([C:8]([O:10]C)=[O:9])[C:5]([C:12]2[S:13][CH:14]=[C:15]([CH3:17])[N:16]=2)=[CH:4][CH:3]=1.[Li+:18].[OH-]. (3) Given the product [CH3:31][C:30](=[CH2:29])[CH2:32][C:2]1([C:14]([O:16][CH3:17])=[O:15])[CH2:3][N:4]([C:7]([O:9][C:10]([CH3:12])([CH3:13])[CH3:11])=[O:8])[CH2:5][CH2:6][N:1]1[C:18]([O:20][CH2:21][C:22]1[CH:27]=[CH:26][CH:25]=[CH:24][CH:23]=1)=[O:19], predict the reactants needed to synthesize it. The reactants are: [N:1]1([C:18]([O:20][CH2:21][C:22]2[CH:27]=[CH:26][CH:25]=[CH:24][CH:23]=2)=[O:19])[CH2:6][CH2:5][N:4]([C:7]([O:9][C:10]([CH3:13])([CH3:12])[CH3:11])=[O:8])[CH2:3][CH:2]1[C:14]([O:16][CH3:17])=[O:15].Br[CH2:29][C:30]([CH3:32])=[CH2:31]. (4) Given the product [OH:38][P:4]([OH:5])([CH2:6][C@H:7]1[O:11][C@@H:10]([N:12]2[CH:16]=[N:15][C:14]([C:17]([NH2:19])=[O:18])=[N:13]2)[C@H:9]([OH:20])[C@@H:8]1[OH:29])=[O:3], predict the reactants needed to synthesize it. The reactants are: C([O:3][P:4]([O:38]CC)([CH2:6][C@H:7]1[O:11][C@@H:10]([N:12]2[CH:16]=[N:15][C:14]([C:17]([NH2:19])=[O:18])=[N:13]2)[C@H:9]([O:20]C(=O)C2C=CC=CC=2)[C@@H:8]1[O:29]C(=O)C1C=CC=CC=1)=[O:5])C.C(#N)C.Br[Si](C)(C)C. (5) Given the product [CH3:21][O:22][C:23]1[CH:32]=[CH:31][C:26]([CH2:27][N:28]2[C:5](=[O:7])[C:4]3[C:9](=[CH:10][CH:11]=[C:2]([C:1]([O:13][CH3:14])=[O:12])[CH:3]=3)[NH:15][C:29]2=[O:30])=[CH:25][CH:24]=1, predict the reactants needed to synthesize it. The reactants are: [C:1]([O:13][CH3:14])(=[O:12])[C:2]1[CH:11]=[CH:10][CH:9]=[C:4]([C:5]([O:7]C)=O)[CH:3]=1.[N:15]1C=CC=CC=1.[CH3:21][O:22][C:23]1[CH:32]=[CH:31][C:26]([CH2:27][N:28]=[C:29]=[O:30])=[CH:25][CH:24]=1.C(N=C=O)CC1C=CC=CC=1. (6) Given the product [CH3:54][N:52]([CH3:53])[CH2:51][CH2:50][CH2:49][N:48]([CH2:47][CH2:46][CH2:45][N:44]([CH3:43])[CH3:55])[C:24]([C:21]1[N:13]2[C:12]([CH2:11][N:10]([C:8]([C:6]3[CH:5]=[CH:4][C:3]([C:27]4[CH:32]=[CH:31][CH:30]=[CH:29][C:28]=4[C:33]([F:35])([F:36])[F:34])=[C:2]([CH3:1])[CH:7]=3)=[O:9])[C:16]3[CH:17]=[CH:18][CH:19]=[CH:20][C:15]=3[CH2:14]2)=[CH:23][CH:22]=1)=[O:25], predict the reactants needed to synthesize it. The reactants are: [CH3:1][C:2]1[CH:7]=[C:6]([C:8]([N:10]2[C:16]3[CH:17]=[CH:18][CH:19]=[CH:20][C:15]=3[CH2:14][N:13]3[C:21]([C:24](O)=[O:25])=[CH:22][CH:23]=[C:12]3[CH2:11]2)=[O:9])[CH:5]=[CH:4][C:3]=1[C:27]1[CH:32]=[CH:31][CH:30]=[CH:29][C:28]=1[C:33]([F:36])([F:35])[F:34].C(Cl)(=O)C(Cl)=O.[CH3:43][N:44]([CH3:55])[CH2:45][CH2:46][CH2:47][NH:48][CH2:49][CH2:50][CH2:51][N:52]([CH3:54])[CH3:53].C(N(CC)C(C)C)(C)C. (7) Given the product [NH2:15][C:10]1[O:11][CH2:12][C@H:13]([F:14])[C@:8]([C:6]2[CH:7]=[C:2]([NH:1][C:26]([C:23]3[CH:22]=[CH:21][C:20]([CH:19]([F:29])[F:18])=[CH:25][N:24]=3)=[O:27])[CH:3]=[CH:4][C:5]=2[F:17])([CH3:16])[N:9]=1, predict the reactants needed to synthesize it. The reactants are: [NH2:1][C:2]1[CH:3]=[CH:4][C:5]([F:17])=[C:6]([C@:8]2([CH3:16])[C@@H:13]([F:14])[CH2:12][O:11][C:10]([NH2:15])=[N:9]2)[CH:7]=1.[F:18][CH:19]([F:29])[C:20]1[CH:21]=[CH:22][C:23]([C:26](O)=[O:27])=[N:24][CH:25]=1. (8) The reactants are: C(NC(C)C)(C)C.C([Li])CCC.[CH3:13][O:14][C:15](=[O:27])[CH2:16][C:17]1[CH:22]=[CH:21][C:20]([S:23]([CH3:26])(=[O:25])=[O:24])=[CH:19][CH:18]=1.Br[CH2:29][CH:30]1[CH2:35][CH2:34][CH2:33][CH2:32][O:31]1. Given the product [CH3:13][O:14][C:15](=[O:27])[CH:16]([C:17]1[CH:18]=[CH:19][C:20]([S:23]([CH3:26])(=[O:24])=[O:25])=[CH:21][CH:22]=1)[CH2:29][CH:30]1[CH2:35][CH2:34][CH2:33][CH2:32][O:31]1, predict the reactants needed to synthesize it. (9) Given the product [CH2:25]([O:27][C:28](=[O:35])[CH2:29][CH:30]([N:1]1[C:9]2[C:4](=[CH:5][C:6]([CH2:10][CH2:11][CH2:12][C:13]3[CH:22]=[CH:21][C:20]4[C:15](=[N:16][CH:17]=[CH:18][CH:19]=4)[N:14]=3)=[CH:7][CH:8]=2)[CH:3]=[CH:2]1)[CH2:31][CH2:32][CH3:33])[CH3:26], predict the reactants needed to synthesize it. The reactants are: [NH:1]1[C:9]2[C:4](=[CH:5][C:6]([CH2:10][CH2:11][CH2:12][C:13]3[CH:22]=[CH:21][C:20]4[C:15](=[N:16][CH:17]=[CH:18][CH:19]=4)[N:14]=3)=[CH:7][CH:8]=2)[CH:3]=[CH:2]1.[H-].[Na+].[CH2:25]([O:27][C:28](=[O:35])[CH2:29][CH:30](Br)[CH2:31][CH2:32][CH3:33])[CH3:26]. (10) Given the product [ClH:50].[ClH:50].[ClH:50].[NH2:7][C:8]1([C:12]2[CH:17]=[CH:16][C:15]([C:18]3[N:22]4[C:23]5[CH:35]=[CH:34][CH:33]=[N:32][C:24]=5[NH:25][C:26]5[CH:31]=[CH:30][CH:29]=[CH:28][C:27]=5[C:21]4=[N:20][C:19]=3[C:36]3[CH:37]=[CH:38][C:39]([N:42]4[CH2:47][CH2:46][CH2:45][CH2:44][C:43]4=[O:48])=[CH:40][CH:41]=3)=[CH:14][CH:13]=2)[CH2:11][CH2:10][CH2:9]1, predict the reactants needed to synthesize it. The reactants are: C(OC(=O)[NH:7][C:8]1([C:12]2[CH:17]=[CH:16][C:15]([C:18]3[N:22]4[C:23]5[CH:35]=[CH:34][CH:33]=[N:32][C:24]=5[NH:25][C:26]5[CH:31]=[CH:30][CH:29]=[CH:28][C:27]=5[C:21]4=[N:20][C:19]=3[C:36]3[CH:41]=[CH:40][C:39]([N:42]4[CH2:47][CH2:46][CH2:45][CH2:44][C:43]4=[O:48])=[CH:38][CH:37]=3)=[CH:14][CH:13]=2)[CH2:11][CH2:10][CH2:9]1)(C)(C)C.[ClH:50].O1CCOCC1.